This data is from Forward reaction prediction with 1.9M reactions from USPTO patents (1976-2016). The task is: Predict the product of the given reaction. (1) The product is: [I:9][CH2:25][CH:24]1[O:21][C:20](=[O:22])[C:19]([C:26]2[CH:31]=[CH:30][CH:29]=[CH:28][CH:27]=2)([C:13]2[CH:14]=[CH:15][CH:16]=[CH:17][CH:18]=2)[CH2:23]1. Given the reactants C(C1(CC)CC(C[I:9])OC1=O)C.[C:13]1([C:19]([C:26]2[CH:31]=[CH:30][CH:29]=[CH:28][CH:27]=2)([CH2:23][CH:24]=[CH2:25])[C:20]([OH:22])=[O:21])[CH:18]=[CH:17][CH:16]=[CH:15][CH:14]=1.C(C(CC)(CC=C)C(O)=O)C, predict the reaction product. (2) Given the reactants [NH2:1][C:2]1[N:7]=[CH:6][N:5]=[C:4]2[N:8]([CH:14]([C:16]3[C:17]([O:32][CH3:33])=[C:18]([CH:24]4[CH2:27][N:26]([CH2:28][C@@H:29]([OH:31])[CH3:30])[CH2:25]4)[C:19]([F:23])=[C:20](Cl)[CH:21]=3)[CH3:15])[N:9]=[C:10]([CH:11]([F:13])[F:12])[C:3]=12.[CH3:34][N:35]1CCCC1=O, predict the reaction product. The product is: [NH2:1][C:2]1[N:7]=[CH:6][N:5]=[C:4]2[N:8]([CH:14]([C:16]3[C:17]([O:32][CH3:33])=[C:18]([CH:24]4[CH2:27][N:26]([CH2:28][C@@H:29]([OH:31])[CH3:30])[CH2:25]4)[C:19]([F:23])=[C:20]([CH:21]=3)[C:34]#[N:35])[CH3:15])[N:9]=[C:10]([CH:11]([F:13])[F:12])[C:3]=12. (3) Given the reactants C([O-])([O-])=O.[Cs+].[Cs+].[F:7][C:8]1[CH:13]=[CH:12][C:11](B(O)O)=[C:10]([OH:17])[CH:9]=1.Cl[C:19]1[C:28]2[C:23](=[CH:24][C:25]([S:29]([N:32]([CH2:38][C:39]3[CH:44]=[CH:43][C:42]([O:45][CH3:46])=[CH:41][CH:40]=3)[C:33]3[S:34][CH:35]=[CH:36][N:37]=3)(=[O:31])=[O:30])=[CH:26][CH:27]=2)[CH:22]=[CH:21][N:20]=1, predict the reaction product. The product is: [F:7][C:8]1[CH:13]=[CH:12][C:11]([C:19]2[C:28]3[C:23](=[CH:24][C:25]([S:29]([N:32]([CH2:38][C:39]4[CH:44]=[CH:43][C:42]([O:45][CH3:46])=[CH:41][CH:40]=4)[C:33]4[S:34][CH:35]=[CH:36][N:37]=4)(=[O:30])=[O:31])=[CH:26][CH:27]=3)[CH:22]=[CH:21][N:20]=2)=[C:10]([OH:17])[CH:9]=1. (4) The product is: [Br:16][C:13]1[CH:14]=[C:15]2[C:10](=[C:11]([CH2:17][CH3:18])[CH:12]=1)[NH:9][CH:8]=[C:7]2[CH2:5][CH2:4][OH:3]. Given the reactants C([O:3][C:4](=O)[C:5]([C:7]1[C:15]2[C:10](=[C:11]([CH2:17][CH3:18])[CH:12]=[C:13]([Br:16])[CH:14]=2)[NH:9][CH:8]=1)=O)C.[BH4-].[Li+], predict the reaction product. (5) Given the reactants [CH3:1][O:2][C:3](=[O:17])[NH:4][C:5]1[S:6][C:7]2[C:13]([NH2:14])=[CH:12][CH:11]=[C:10]([O:15][CH3:16])[C:8]=2[N:9]=1.C(=O)([O-])[O-].[K+].[K+].Br.Br[CH2:26][C:27]1[CH:32]=[CH:31][CH:30]=[CH:29][N:28]=1, predict the reaction product. The product is: [CH3:1][O:2][C:3](=[O:17])[NH:4][C:5]1[S:6][C:7]2[C:13]([NH:14][CH2:26][C:27]3[CH:32]=[CH:31][CH:30]=[CH:29][N:28]=3)=[CH:12][CH:11]=[C:10]([O:15][CH3:16])[C:8]=2[N:9]=1. (6) Given the reactants [Si]([O:8][CH2:9][CH2:10][N:11]1[CH2:17][CH2:16][C:15]2[S:18][C:19]([NH:21][C:22]3[N:27]=[CH:26][C:25]([F:28])=[CH:24][N:23]=3)=[N:20][C:14]=2[C:13]2=[CH:29][N:30]([CH2:32][C:33]3[CH:38]=[CH:37][C:36]([O:39][CH3:40])=[CH:35][CH:34]=3)[N:31]=[C:12]12)(C(C)(C)C)(C)C.Cl, predict the reaction product. The product is: [F:28][C:25]1[CH:24]=[N:23][C:22]([NH:21][C:19]2[S:18][C:15]3[CH2:16][CH2:17][N:11]([CH2:10][CH2:9][OH:8])[C:12]4=[N:31][N:30]([CH2:32][C:33]5[CH:38]=[CH:37][C:36]([O:39][CH3:40])=[CH:35][CH:34]=5)[CH:29]=[C:13]4[C:14]=3[N:20]=2)=[N:27][CH:26]=1.